Dataset: Forward reaction prediction with 1.9M reactions from USPTO patents (1976-2016). Task: Predict the product of the given reaction. Given the reactants C(Cl)(=O)C(Cl)=O.[F:7][C:8]1[CH:9]=[CH:10][CH:11]=[C:12]2[C:17]=1[N:16]=[C:15]([C:18]1[CH:23]=[CH:22][CH:21]=[CH:20][CH:19]=1)[C:14]([CH3:24])=[C:13]2[C:25]([OH:27])=O.[C:28]1([NH:34][NH2:35])[CH:33]=[CH:32][CH:31]=[CH:30][CH:29]=1.C(=O)([O-])[O-].[K+].[K+], predict the reaction product. The product is: [F:7][C:8]1[CH:9]=[CH:10][CH:11]=[C:12]2[C:17]=1[N:16]=[C:15]([C:18]1[CH:19]=[CH:20][CH:21]=[CH:22][CH:23]=1)[C:14]([CH3:24])=[C:13]2[C:25]([NH:35][NH:34][C:28]1[CH:33]=[CH:32][CH:31]=[CH:30][CH:29]=1)=[O:27].